From a dataset of Full USPTO retrosynthesis dataset with 1.9M reactions from patents (1976-2016). Predict the reactants needed to synthesize the given product. (1) Given the product [C:1]([O:5][CH:6]([C:12]1[C:16]([C:17]2[CH2:22][CH2:21][C:20]([CH3:24])([CH3:23])[CH2:19][CH:18]=2)=[C:15]([CH2:25][CH2:26][C:27]2[CH:32]=[CH:31][CH:30]=[CH:29][CH:28]=2)[S:14][C:13]=1[CH3:33])[C:7]([O:9][CH2:10][CH3:11])=[O:8])([CH3:2])([CH3:3])[CH3:4], predict the reactants needed to synthesize it. The reactants are: [C:1]([O:5][CH:6]([C:12]1[C:16]([C:17]2[CH2:22][CH2:21][C:20]([CH3:24])([CH3:23])[CH2:19][CH:18]=2)=[C:15](/[CH:25]=[CH:26]/[C:27]2[CH:32]=[CH:31][CH:30]=[CH:29][CH:28]=2)[S:14][C:13]=1[CH3:33])[C:7]([O:9][CH2:10][CH3:11])=[O:8])([CH3:4])([CH3:3])[CH3:2]. (2) Given the product [F:39][C:2]1([F:1])[O:6][C:5]2[CH:7]=[CH:8][C:9]([C:11]3([C:14]([NH:16][C@H:17]4[C:26]5[C:21](=[CH:22][C:23]([O:27][CH3:28])=[CH:24][CH:25]=5)[O:20][C@@H:19]([C:29]5[CH:30]=[CH:31][C:32]([C:33]([OH:35])=[O:34])=[CH:37][CH:38]=5)[CH2:18]4)=[O:15])[CH2:12][CH2:13]3)=[CH:10][C:4]=2[O:3]1, predict the reactants needed to synthesize it. The reactants are: [F:1][C:2]1([F:39])[O:6][C:5]2[CH:7]=[CH:8][C:9]([C:11]3([C:14]([NH:16][C@H:17]4[C:26]5[C:21](=[CH:22][C:23]([O:27][CH3:28])=[CH:24][CH:25]=5)[O:20][C@@H:19]([C:29]5[CH:38]=[CH:37][C:32]([C:33]([O:35]C)=[O:34])=[CH:31][CH:30]=5)[CH2:18]4)=[O:15])[CH2:13][CH2:12]3)=[CH:10][C:4]=2[O:3]1.[OH-].[Na+]. (3) Given the product [NH2:1][C:2]1[C:9]([O:10][CH2:11][CH2:12][C:13]2[CH:18]=[CH:17][CH:16]=[CH:15][N:14]=2)=[CH:8][C:7]([OH:34])=[CH:6][C:3]=1[C:4]#[N:5], predict the reactants needed to synthesize it. The reactants are: [NH2:1][C:2]1[C:9]([O:10][CH2:11][CH2:12][C:13]2[CH:18]=[CH:17][CH:16]=[CH:15][N:14]=2)=[CH:8][C:7](B2OC(C)(C)C(C)(C)O2)=[CH:6][C:3]=1[C:4]#[N:5].[OH-].[Na+].OO.Cl.C(=O)([O-])[OH:34].[Na+]. (4) Given the product [Br:3][C:4]1[CH:5]=[C:6](/[C:10](/[CH3:11])=[CH:15]/[C:19]([OH:13])=[O:18])[CH:7]=[CH:8][CH:9]=1, predict the reactants needed to synthesize it. The reactants are: [H-].[Na+].[Br:3][C:4]1[CH:5]=[C:6]([C:10](=O)[CH3:11])[CH:7]=[CH:8][CH:9]=1.[OH-:13].[Na+].[CH2:15]1[CH2:19][O:18]CC1. (5) Given the product [CH3:38][O:37][C:34]1[CH:33]=[CH:32][C:31]([CH2:26][O:25][C@@H:24]([C@@H:22]([CH3:23])/[CH:21]=[CH:20]\[CH2:19][CH2:18][C@H:16]2[C@@H:15]([CH3:39])[C@H:14]([O:40][CH2:41][O:42][CH3:43])[C@@H:13]([CH3:44])[C@H:12]([O:11][CH3:10])[O:17]2)[C@@H:29]([CH3:30])[CH:28]=[O:27])=[CH:36][CH:35]=1, predict the reactants needed to synthesize it. The reactants are: CC(C[AlH]CC(C)C)C.[CH3:10][O:11][C@@H:12]1[O:17][C@@H:16]([CH2:18][CH2:19]/[CH:20]=[CH:21]\[C@@H:22]([C@@H:24]2[C@@H:29]([CH3:30])[CH2:28][O:27][CH:26]([C:31]3[CH:36]=[CH:35][C:34]([O:37][CH3:38])=[CH:33][CH:32]=3)[O:25]2)[CH3:23])[C@@H:15]([CH3:39])[C@H:14]([O:40][CH2:41][O:42][CH3:43])[C@H:13]1[CH3:44].C(N(CC)C(C)C)(C)C.S(=O)(=O)=O.[NH+]1C=CC=CC=1. (6) Given the product [CH3:11][C:12]1[CH:19]=[C:18]([CH:17]=[C:14]([CH3:15])[CH:13]=1)[CH2:20][S:10][C:7]1[CH:8]=[CH:9][C:4]([N+:1]([O-:3])=[O:2])=[CH:5][CH:6]=1, predict the reactants needed to synthesize it. The reactants are: [N+:1]([C:4]1[CH:9]=[CH:8][C:7]([SH:10])=[CH:6][CH:5]=1)([O-:3])=[O:2].[CH3:11][C:12]1[CH:13]=[C:14]([CH:17]=[C:18]([CH3:20])[CH:19]=1)[CH2:15]O.C1(P(C2C=CC=CC=2)C2C=CC=CC=2)C=CC=CC=1.N(C(OCC)=O)=NC(OCC)=O. (7) Given the product [CH2:1]([O:8][C:9]1[CH:10]=[C:11]2[C:15](=[CH:16][CH:17]=1)[N:14]([CH2:44][C:43]1[CH:42]=[CH:41][C:40]([O:39][CH2:38][CH2:37][CH2:36][Cl:35])=[CH:47][CH:46]=1)[C:13]([C:18]1[CH:23]=[CH:22][C:21]([O:24][CH2:25][C:26]3[CH:31]=[CH:30][CH:29]=[CH:28][CH:27]=3)=[CH:20][CH:19]=1)=[C:12]2[CH3:32])[C:2]1[CH:3]=[CH:4][CH:5]=[CH:6][CH:7]=1, predict the reactants needed to synthesize it. The reactants are: [CH2:1]([O:8][C:9]1[CH:10]=[C:11]2[C:15](=[CH:16][CH:17]=1)[NH:14][C:13]([C:18]1[CH:23]=[CH:22][C:21]([O:24][CH2:25][C:26]3[CH:31]=[CH:30][CH:29]=[CH:28][CH:27]=3)=[CH:20][CH:19]=1)=[C:12]2[CH3:32])[C:2]1[CH:7]=[CH:6][CH:5]=[CH:4][CH:3]=1.[H-].[Na+].[Cl:35][CH2:36][CH2:37][CH2:38][O:39][C:40]1[CH:47]=[CH:46][C:43]([CH2:44]Br)=[CH:42][CH:41]=1.O. (8) Given the product [CH3:20][N:17]1[CH2:18][CH2:19][CH:14]([C:7]([C:1]2[CH:6]=[CH:5][CH:4]=[CH:3][CH:2]=2)=[O:36])[CH2:15][CH2:16]1, predict the reactants needed to synthesize it. The reactants are: [C:1]1([CH:7]([CH:14]2[CH2:19][CH2:18][N:17]([CH3:20])[CH2:16][CH2:15]2)N2CCNCC2)[CH:6]=[CH:5][CH:4]=[CH:3][CH:2]=1.C1(C(N=C=[O:36])C2C=CC=CC=2)C=CC=CC=1. (9) Given the product [F:19][C:16]([F:17])([F:18])[C:11]1[N:10]=[C:9]([NH2:8])[C:14]([NH2:15])=[CH:13][CH:12]=1, predict the reactants needed to synthesize it. The reactants are: COC1C=CC(C[NH:8][C:9]2[C:14]([NH2:15])=[CH:13][CH:12]=[C:11]([C:16]([F:19])([F:18])[F:17])[N:10]=2)=CC=1.C(O)(C(F)(F)F)=O.C(Cl)Cl. (10) Given the product [O:14]=[C:6]1[C:5]2[CH:15]=[CH:16][C:2]([NH:1][CH2:18][C:19]3[CH:26]=[CH:25][CH:24]=[CH:23][C:20]=3[C:21]#[N:22])=[CH:3][C:4]=2[C:13]2[C:8](=[N:9][CH:10]=[CH:11][CH:12]=2)[NH:7]1, predict the reactants needed to synthesize it. The reactants are: [NH2:1][C:2]1[CH:16]=[CH:15][C:5]2[C:6](=[O:14])[NH:7][C:8]3[C:13]([C:4]=2[CH:3]=1)=[CH:12][CH:11]=[CH:10][N:9]=3.Br[CH2:18][C:19]1[CH:26]=[CH:25][CH:24]=[CH:23][C:20]=1[C:21]#[N:22].